Task: Predict the reactants needed to synthesize the given product.. Dataset: Full USPTO retrosynthesis dataset with 1.9M reactions from patents (1976-2016) (1) Given the product [C:1]([O:5][C:6]([N:8]1[CH2:12][C@@H:11]([N:13]([CH2:21][C:22]2[CH:27]=[C:26]([C:28]([F:31])([F:30])[F:29])[CH:25]=[C:24]([C:32]([F:35])([F:34])[F:33])[CH:23]=2)[C:14]2[N:19]=[CH:18][C:17]([N:41]3[CH2:42][CH2:43][N:39]([CH3:38])[C:40]3=[O:44])=[CH:16][N:15]=2)[CH2:10][C@H:9]1[CH2:36][CH3:37])=[O:7])([CH3:4])([CH3:3])[CH3:2], predict the reactants needed to synthesize it. The reactants are: [C:1]([O:5][C:6]([N:8]1[CH2:12][C@@H:11]([N:13]([CH2:21][C:22]2[CH:27]=[C:26]([C:28]([F:31])([F:30])[F:29])[CH:25]=[C:24]([C:32]([F:35])([F:34])[F:33])[CH:23]=2)[C:14]2[N:19]=[CH:18][C:17](Br)=[CH:16][N:15]=2)[CH2:10][C@H:9]1[CH2:36][CH3:37])=[O:7])([CH3:4])([CH3:3])[CH3:2].[CH3:38][N:39]1[CH2:43][CH2:42][NH:41][C:40]1=[O:44].C([O-])([O-])=O.[K+].[K+]. (2) Given the product [F:21][C:18]1[CH:19]=[CH:20][C:15]([C:14]2[C:10]3[CH:9]=[CH:8][C:7]([O:6][CH2:5][CH2:4][CH2:3][CH2:2][N:27]([CH2:28][CH2:29][O:30][CH3:31])[CH2:26][CH2:25][O:24][CH3:23])=[CH:22][C:11]=3[S:12][CH:13]=2)=[CH:16][CH:17]=1, predict the reactants needed to synthesize it. The reactants are: Br[CH2:2][CH2:3][CH2:4][CH2:5][O:6][C:7]1[CH:8]=[CH:9][C:10]2[C:14]([C:15]3[CH:20]=[CH:19][C:18]([F:21])=[CH:17][CH:16]=3)=[CH:13][S:12][C:11]=2[CH:22]=1.[CH3:23][O:24][CH2:25][CH2:26][NH:27][CH2:28][CH2:29][O:30][CH3:31]. (3) Given the product [F:35][C:2]([F:1])([F:34])[C:3]1[CH:4]=[C:5]([C:13]2([C:30]([F:31])([F:32])[F:33])[CH2:17][CH2:16][N:15]([C:18]3[N:23]=[CH:22][C:21]([CH2:24][N:40]4[C:36](=[O:46])[C:37]5[C:38](=[CH:42][CH:43]=[CH:44][CH:45]=5)[C:39]4=[O:41])=[C:20]([C:26]([F:27])([F:28])[F:29])[CH:19]=3)[CH2:14]2)[CH:6]=[C:7]([C:9]([F:12])([F:11])[F:10])[CH:8]=1, predict the reactants needed to synthesize it. The reactants are: [F:1][C:2]([F:35])([F:34])[C:3]1[CH:4]=[C:5]([C:13]2([C:30]([F:33])([F:32])[F:31])[CH2:17][CH2:16][N:15]([C:18]3[N:23]=[CH:22][C:21]([CH2:24]O)=[C:20]([C:26]([F:29])([F:28])[F:27])[CH:19]=3)[CH2:14]2)[CH:6]=[C:7]([C:9]([F:12])([F:11])[F:10])[CH:8]=1.[C:36]1(=[O:46])[NH:40][C:39](=[O:41])[C:38]2=[CH:42][CH:43]=[CH:44][CH:45]=[C:37]12.C1(P(C2C=CC=CC=2)C2C=CC=CC=2)C=CC=CC=1.N(C(OCC)=O)=NC(OCC)=O. (4) Given the product [OH:8][CH2:9][C:10]([N:12]([CH3:13])[CH2:14][C@H:15]([O:17][C:18]1[CH:27]=[CH:26][CH:25]=[C:24]2[C:19]=1[C:20]([NH:28][C:29]1[CH:34]=[CH:33][C:32]([O:35][CH2:2][C:3]3[N:4]=[CH:5][S:6][CH:7]=3)=[C:31]([CH3:36])[CH:30]=1)=[N:21][CH:22]=[N:23]2)[CH3:16])=[O:11], predict the reactants needed to synthesize it. The reactants are: Cl[CH2:2][C:3]1[N:4]=[CH:5][S:6][CH:7]=1.[OH:8][CH2:9][C:10]([N:12]([CH2:14][C@H:15]([O:17][C:18]1[CH:27]=[CH:26][CH:25]=[C:24]2[C:19]=1[C:20]([NH:28][C:29]1[CH:34]=[CH:33][C:32]([OH:35])=[C:31]([CH3:36])[CH:30]=1)=[N:21][CH:22]=[N:23]2)[CH3:16])[CH3:13])=[O:11]. (5) The reactants are: [OH-].[Na+].C1(C[O:10][C:11]([C:13]2([NH:19][C:20]([C:22]3[S:23][C:24]4[CH:30]=[CH:29][CH:28]=[CH:27][C:25]=4[CH:26]=3)=[O:21])[CH2:18][CH2:17][CH2:16][CH2:15][CH2:14]2)=[O:12])C=CC=CC=1.CCOCC. Given the product [S:23]1[C:24]2[CH:30]=[CH:29][CH:28]=[CH:27][C:25]=2[CH:26]=[C:22]1[C:20]([NH:19][C:13]1([C:11]([OH:12])=[O:10])[CH2:18][CH2:17][CH2:16][CH2:15][CH2:14]1)=[O:21], predict the reactants needed to synthesize it. (6) The reactants are: [Br:1][C:2]1[CH:11]=[C:10]2[C:5]([C:6](=[O:22])[NH:7][N:8]=[C:9]2[CH2:12][C:13]2[CH:14]=[CH:15][C:16]([F:21])=C([CH:20]=2)C#N)=[CH:4][CH:3]=1.[OH-:23].[K+].[CH2:25]([OH:27])[CH3:26]. Given the product [Br:1][C:2]1[CH:11]=[C:10]2[C:5]([C:6](=[O:22])[NH:7][N:8]=[C:9]2[CH2:12][C:13]2[CH:14]=[CH:15][C:16]([F:21])=[C:26]([CH:20]=2)[C:25]([OH:23])=[O:27])=[CH:4][CH:3]=1, predict the reactants needed to synthesize it. (7) Given the product [F:1][C:2]1[CH:22]=[CH:21][C:20]([C:23]([NH:25][C:26]2[CH:31]=[C:30]([CH3:32])[CH:29]=[CH:28][C:27]=2[F:33])=[O:24])=[CH:19][C:3]=1[O:4][C:5]1[CH:10]=[CH:9][N:8]=[C:7]([C:11]2[NH:15][CH:14]=[C:13]([C:16]([NH:67][CH:68]([CH2:69][CH2:70][C:71]([O:73][CH3:74])=[O:72])[C:75]([OH:77])=[O:76])=[O:17])[CH:12]=2)[CH:6]=1, predict the reactants needed to synthesize it. The reactants are: [F:1][C:2]1[CH:22]=[CH:21][C:20]([C:23]([NH:25][C:26]2[CH:31]=[C:30]([CH3:32])[CH:29]=[CH:28][C:27]=2[F:33])=[O:24])=[CH:19][C:3]=1[O:4][C:5]1[CH:10]=[CH:9][N:8]=[C:7]([C:11]2[NH:15][CH:14]=[C:13]([C:16](O)=[O:17])[CH:12]=2)[CH:6]=1.CN(C(ON1N=NC2C=CC=NC1=2)=[N+](C)C)C.F[P-](F)(F)(F)(F)F.C(N(CC)C(C)C)(C)C.[NH2:67][C@H:68]([C:75]([O-:77])=[O:76])[CH2:69][CH2:70][C:71]([O:73][CH3:74])=[O:72].Cl.